This data is from Full USPTO retrosynthesis dataset with 1.9M reactions from patents (1976-2016). The task is: Predict the reactants needed to synthesize the given product. (1) Given the product [Br:1][C:2]1[C:6]2[C:7]([NH2:12])=[N:8][CH:9]=[CH:10][C:5]=2[O:4][CH:3]=1, predict the reactants needed to synthesize it. The reactants are: [Br:1][C:2]1[C:6]2[C:7](Cl)=[N:8][CH:9]=[CH:10][C:5]=2[O:4][CH:3]=1.[NH3:12].C(OCC)(=O)C. (2) Given the product [NH2:39]/[C:20](=[N:21]\[S:22]([C:25]1[C:26]([CH3:38])=[C:27]([CH3:37])[C:28]2[O:32][C:31]([CH3:34])([CH3:33])[CH2:30][C:29]=2[C:35]=1[CH3:36])(=[O:24])=[O:23])/[NH:19][CH2:18][CH2:17][CH2:16][C@H:15]([NH:40][S:41]([C:44]1[CH:53]=[CH:52][C:51]2[C:46](=[CH:47][CH:48]=[CH:49][CH:50]=2)[CH:45]=1)(=[O:43])=[O:42])[C:14](=[O:54])[N:11]1[CH2:10][CH2:9][NH:8][CH2:13][CH2:12]1, predict the reactants needed to synthesize it. The reactants are: C(OC([N:8]1[CH2:13][CH2:12][N:11]([C:14](=[O:54])[C@@H:15]([NH:40][S:41]([C:44]2[CH:53]=[CH:52][C:51]3[C:46](=[CH:47][CH:48]=[CH:49][CH:50]=3)[CH:45]=2)(=[O:43])=[O:42])[CH2:16][CH2:17][CH2:18][NH:19]/[C:20](/[NH2:39])=[N:21]/[S:22]([C:25]2[C:26]([CH3:38])=[C:27]([CH3:37])[C:28]3[O:32][C:31]([CH3:34])([CH3:33])[CH2:30][C:29]=3[C:35]=2[CH3:36])(=[O:24])=[O:23])[CH2:10][CH2:9]1)=O)(C)(C)C.Cl.CCOCC.